Dataset: Full USPTO retrosynthesis dataset with 1.9M reactions from patents (1976-2016). Task: Predict the reactants needed to synthesize the given product. (1) Given the product [CH:1]1([CH2:4][CH2:5][O:6][C:17]2[N:22]=[N:21][C:20]([N:23]3[CH2:24][CH2:25][N:26]([C:29]([C:31]4[CH:36]=[CH:35][CH:34]=[CH:33][C:32]=4[C:37]([F:38])([F:40])[F:39])=[O:30])[CH2:27][CH2:28]3)=[CH:19][CH:18]=2)[CH2:3][CH2:2]1, predict the reactants needed to synthesize it. The reactants are: [CH:1]1([CH2:4][CH2:5][OH:6])[CH2:3][CH2:2]1.C1(CCO)C=CC=CC=1.Cl[C:17]1[N:22]=[N:21][C:20]([N:23]2[CH2:28][CH2:27][N:26]([C:29]([C:31]3[CH:36]=[CH:35][CH:34]=[CH:33][C:32]=3[C:37]([F:40])([F:39])[F:38])=[O:30])[CH2:25][CH2:24]2)=[CH:19][CH:18]=1. (2) Given the product [CH:25]([C:12]([CH3:27])([CH3:11])[C:13]([O:15][CH2:16][C:17]1[CH:18]=[CH:19][C:20]([O:23][CH3:24])=[CH:21][CH:22]=1)=[O:14])=[O:26], predict the reactants needed to synthesize it. The reactants are: C(Cl)(=O)C(Cl)=O.CS(C)=O.[CH3:11][C:12]([CH3:27])([CH2:25][OH:26])[C:13]([O:15][CH2:16][C:17]1[CH:22]=[CH:21][C:20]([O:23][CH3:24])=[CH:19][CH:18]=1)=[O:14].CCN(C(C)C)C(C)C. (3) Given the product [NH:13]1[C:14]2[CH:19]=[CH:18][CH:17]=[CH:16][C:15]=2[N:11]=[C:12]1[C@H:8]([NH:9][C:10](=[O:20])[NH:23][C@@H:24]1[CH2:29][CH2:28][N:27]([C:30]([O:32][C:33]([CH3:35])([CH3:34])[CH3:36])=[O:31])[CH2:26][C@@H:25]1[F:37])[CH2:7][C:6]1[CH:21]=[CH:22][C:3]([O:2][CH3:1])=[CH:4][CH:5]=1, predict the reactants needed to synthesize it. The reactants are: [CH3:1][O:2][C:3]1[CH:22]=[CH:21][C:6]([CH2:7][C@@H:8]2[C:12]3=[N:13][C:14]4[CH:19]=[CH:18][CH:17]=[CH:16][C:15]=4[N:11]3[C:10](=[O:20])[NH:9]2)=[CH:5][CH:4]=1.[NH2:23][C@H:24]1[CH2:29][CH2:28][N:27]([C:30]([O:32][C:33]([CH3:36])([CH3:35])[CH3:34])=[O:31])[CH2:26][C@H:25]1[F:37]. (4) Given the product [CH:24]([O:27][C:28](=[O:29])[NH:1][C:2]1[CH:3]=[CH:4][C:5]([C:8]2[N:9]([CH:21]3[CH2:23][CH2:22]3)[C:10]3[C:15]([C:16]=2[C:17]#[N:18])=[CH:14][CH:13]=[C:12]([O:19][CH3:20])[CH:11]=3)=[CH:6][CH:7]=1)([CH3:26])[CH3:25], predict the reactants needed to synthesize it. The reactants are: [NH2:1][C:2]1[CH:7]=[CH:6][C:5]([C:8]2[N:9]([CH:21]3[CH2:23][CH2:22]3)[C:10]3[C:15]([C:16]=2[C:17]#[N:18])=[CH:14][CH:13]=[C:12]([O:19][CH3:20])[CH:11]=3)=[CH:4][CH:3]=1.[CH:24]([O:27][C:28](Cl)=[O:29])([CH3:26])[CH3:25]. (5) Given the product [CH3:29][C:28]1[CH:30]=[CH:31][C:25]([S:22]([O:1][CH2:2][C@@H:3]2[CH2:8][CH2:7][CH2:6][CH2:5][C@H:4]2[NH:9][S:10]([CH2:13][CH3:14])(=[O:12])=[O:11])(=[O:24])=[O:23])=[CH:26][CH:27]=1, predict the reactants needed to synthesize it. The reactants are: [OH:1][CH2:2][C@@H:3]1[CH2:8][CH2:7][CH2:6][CH2:5][C@H:4]1[NH:9][S:10]([CH2:13][CH3:14])(=[O:12])=[O:11].CCN(CC)CC.[S:22](Cl)([C:25]1[CH:31]=[CH:30][C:28]([CH3:29])=[CH:27][CH:26]=1)(=[O:24])=[O:23]. (6) Given the product [Br:15][C:16]1[CH:26]=[CH:25][CH:24]=[C:23]([N:8]2[CH2:7][CH2:6][C:5]3[C:10](=[CH:11][CH:12]=[C:3]([N:2]([CH3:14])[CH3:1])[CH:4]=3)[C:9]2=[O:13])[C:17]=1[CH2:18][O:19][C:20](=[O:22])[CH3:21], predict the reactants needed to synthesize it. The reactants are: [CH3:1][N:2]([CH3:14])[C:3]1[CH:4]=[C:5]2[C:10](=[CH:11][CH:12]=1)[C:9](=[O:13])[NH:8][CH2:7][CH2:6]2.[Br:15][C:16]1[CH:26]=[CH:25][CH:24]=[C:23](Br)[C:17]=1[CH2:18][O:19][C:20](=[O:22])[CH3:21].C(=O)([O-])[O-].[K+].[K+]. (7) Given the product [C:35]([O:34][C:32]([N:26]1[CH2:31][CH2:30][N:29]([CH2:19][C:10]2[C:11](=[O:18])[N:12]([CH2:14][CH:15]([CH3:17])[CH3:16])[N:13]=[C:8]([C:5]3[CH:6]=[CH:7][C:2]([F:1])=[C:3]([CH3:25])[CH:4]=3)[CH:9]=2)[CH2:28][CH2:27]1)=[O:33])([CH3:38])([CH3:36])[CH3:37], predict the reactants needed to synthesize it. The reactants are: [F:1][C:2]1[CH:7]=[CH:6][C:5]([C:8]2[CH:9]=[C:10]([CH2:19]OS(C)(=O)=O)[C:11](=[O:18])[N:12]([CH2:14][CH:15]([CH3:17])[CH3:16])[N:13]=2)=[CH:4][C:3]=1[CH3:25].[N:26]1([C:32]([O:34][C:35]([CH3:38])([CH3:37])[CH3:36])=[O:33])[CH2:31][CH2:30][NH:29][CH2:28][CH2:27]1.